This data is from Reaction yield outcomes from USPTO patents with 853,638 reactions. The task is: Predict the reaction yield, written as a fraction of the theoretical maximum amount of product (1.0 means a 100% yield; for example, 0.34 means a 34% yield). The reactants are [CH3:1][O:2][C:3](=[O:15])[C:4]1[CH:9]=[C:8](I)[CH:7]=[CH:6][C:5]=1[O:11][CH:12]([CH3:14])[CH3:13].[C:16]([C:18]1[CH:23]=[CH:22][CH:21]=[CH:20][CH:19]=1)#[CH:17]. The catalyst is C(NCC)C.Cl[Pd](Cl)([P](C1C=CC=CC=1)(C1C=CC=CC=1)C1C=CC=CC=1)[P](C1C=CC=CC=1)(C1C=CC=CC=1)C1C=CC=CC=1.[Cu]I. The product is [CH3:1][O:2][C:3](=[O:15])[C:4]1[CH:9]=[C:8]([C:17]#[C:16][C:18]2[CH:23]=[CH:22][CH:21]=[CH:20][CH:19]=2)[CH:7]=[CH:6][C:5]=1[O:11][CH:12]([CH3:14])[CH3:13]. The yield is 0.700.